Dataset: Catalyst prediction with 721,799 reactions and 888 catalyst types from USPTO. Task: Predict which catalyst facilitates the given reaction. (1) Reactant: [NH2:1][C@H:2]([C:8]1[CH:13]=[CH:12][C:11]([O:14][CH3:15])=[C:10]([O:16][CH3:17])[CH:9]=1)[CH2:3][C:4]([O:6]C)=[O:5].[OH-].[Na+]. Product: [NH2:1][C@H:2]([C:8]1[CH:13]=[CH:12][C:11]([O:14][CH3:15])=[C:10]([O:16][CH3:17])[CH:9]=1)[CH2:3][C:4]([OH:6])=[O:5]. The catalyst class is: 5. (2) Reactant: [F:1][C:2]([F:26])([F:25])[C:3]1[CH:8]=[CH:7][C:6](/[CH:9]=[CH:10]/[C:11]2[CH:12]=[C:13]3[C:18](=[CH:19][CH:20]=2)[CH:17]([CH2:21][C:22]([OH:24])=[O:23])[CH2:16][CH2:15][CH2:14]3)=[CH:5][CH:4]=1. Product: [F:1][C:2]([F:25])([F:26])[C:3]1[CH:4]=[CH:5][C:6]([CH2:9][CH2:10][C:11]2[CH:12]=[C:13]3[C:18](=[CH:19][CH:20]=2)[CH:17]([CH2:21][C:22]([OH:24])=[O:23])[CH2:16][CH2:15][CH2:14]3)=[CH:7][CH:8]=1. The catalyst class is: 25. (3) Reactant: [CH2:1]([O:8][C:9]1[CH:14]=[C:13](/[CH:15]=[CH:16]/[C@@H:17]2[CH2:26][C:25]3[C:20](=[CH:21][CH:22]=[CH:23][CH:24]=3)[CH2:19][N:18]2[S:27]([CH3:30])(=[O:29])=[O:28])[CH:12]=[CH:11][C:10]=1[N:31]1[S:35](=[O:37])(=[O:36])[N:34](CC[Si](C)(C)C)[C:33](=[O:44])[CH2:32]1)[C:2]1[CH:7]=[CH:6][CH:5]=[CH:4][CH:3]=1.[F-].[Cs+]. Product: [CH2:1]([O:8][C:9]1[CH:14]=[C:13](/[CH:15]=[CH:16]/[C@@H:17]2[CH2:26][C:25]3[C:20](=[CH:21][CH:22]=[CH:23][CH:24]=3)[CH2:19][N:18]2[S:27]([CH3:30])(=[O:29])=[O:28])[CH:12]=[CH:11][C:10]=1[N:31]1[S:35](=[O:36])(=[O:37])[NH:34][C:33](=[O:44])[CH2:32]1)[C:2]1[CH:3]=[CH:4][CH:5]=[CH:6][CH:7]=1. The catalyst class is: 31. (4) Reactant: [NH:1]1[CH2:4][CH:3]([CH2:5][S:6]([C:9]2[CH:26]=[CH:25][C:12]3[N:13]([CH2:21][CH:22]4[CH2:24][CH2:23]4)[C:14]([CH2:16][C:17]([CH3:20])([CH3:19])[CH3:18])=[N:15][C:11]=3[CH:10]=2)(=[O:8])=[O:7])[CH2:2]1.C(N(CC)CC)C.[CH3:34][S:35](Cl)(=[O:37])=[O:36]. The catalyst class is: 4. Product: [CH:22]1([CH2:21][N:13]2[C:12]3[CH:25]=[CH:26][C:9]([S:6]([CH2:5][CH:3]4[CH2:2][N:1]([S:35]([CH3:34])(=[O:37])=[O:36])[CH2:4]4)(=[O:8])=[O:7])=[CH:10][C:11]=3[N:15]=[C:14]2[CH2:16][C:17]([CH3:20])([CH3:19])[CH3:18])[CH2:23][CH2:24]1. (5) Reactant: [N+:1]([C:4]1[CH:9]=[CH:8][C:7]([C:10]2[C:18]3[C:17]([OH:19])=[C:16]([C:20]#[N:21])[C:15](=[O:22])[NH:14][C:13]=3[S:12][CH:11]=2)=[CH:6][CH:5]=1)([O-])=O.[Cl-].[NH4+].O. The catalyst class is: 186. Product: [NH2:1][C:4]1[CH:5]=[CH:6][C:7]([C:10]2[C:18]3[C:17]([OH:19])=[C:16]([C:20]#[N:21])[C:15](=[O:22])[NH:14][C:13]=3[S:12][CH:11]=2)=[CH:8][CH:9]=1. (6) The catalyst class is: 80. Reactant: [Cl:1][C:2]1[CH:3]=[C:4]([C:10]2([C:15]([F:18])([F:17])[F:16])[CH2:14][CH2:13][NH:12][CH2:11]2)[CH:5]=[C:6]([Cl:9])[C:7]=1[F:8].F[C:20]1[CH:27]=[CH:26][C:23]([C:24]#[N:25])=[C:22]([C:28]([F:31])([F:30])[F:29])[CH:21]=1.C(N(CC)C(C)C)(C)C.COC(C)(C)C. Product: [Cl:1][C:2]1[CH:3]=[C:4]([C:10]2([C:15]([F:18])([F:17])[F:16])[CH2:14][CH2:13][N:12]([C:20]3[CH:27]=[CH:26][C:23]([C:24]#[N:25])=[C:22]([C:28]([F:29])([F:31])[F:30])[CH:21]=3)[CH2:11]2)[CH:5]=[C:6]([Cl:9])[C:7]=1[F:8]. (7) Reactant: [CH3:1][N:2]([CH3:10])[C:3]1[S:4][C:5]([CH:8]=O)=[CH:6][N:7]=1.[CH:11]1([C@@H:14]([NH2:16])[CH3:15])[CH2:13][CH2:12]1.[BH4-].[Na+]. Product: [CH:11]1([C@@H:14]([NH:16][CH2:8][C:5]2[S:4][C:3]([N:2]([CH3:10])[CH3:1])=[N:7][CH:6]=2)[CH3:15])[CH2:13][CH2:12]1. The catalyst class is: 5.